This data is from Catalyst prediction with 721,799 reactions and 888 catalyst types from USPTO. The task is: Predict which catalyst facilitates the given reaction. (1) Reactant: [Cl:1][C:2]1[CH:3]=[C:4]([CH:34]=[CH:35][CH:36]=1)[O:5][C:6]1[CH:11]=[CH:10][C:9]([C:12]2[CH:13]=[C:14]([CH:22]3[CH2:27][CH2:26][N:25]([S:28]([CH3:31])(=[O:30])=[O:29])[CH2:24][CH2:23]3)[N:15]3[C:20]=2[C:19]([NH2:21])=[N:18][CH:17]=[N:16]3)=[CH:8][C:7]=1[O:32][CH3:33].[Cl:37]N1C(C)(C)C(=O)N(Cl)C1=O. Product: [Cl:37][C:13]1[C:12]([C:9]2[CH:10]=[CH:11][C:6]([O:5][C:4]3[CH:34]=[CH:35][CH:36]=[C:2]([Cl:1])[CH:3]=3)=[C:7]([O:32][CH3:33])[CH:8]=2)=[C:20]2[N:15]([C:14]=1[CH:22]1[CH2:27][CH2:26][N:25]([S:28]([CH3:31])(=[O:29])=[O:30])[CH2:24][CH2:23]1)[N:16]=[CH:17][N:18]=[C:19]2[NH2:21]. The catalyst class is: 3. (2) Reactant: [CH:1]([C:3]1[CH:4]=[N:5][CH:6]=[N:7][CH:8]=1)=O.[Cl:9][C:10]1[CH:15]=[CH:14][C:13]([S:16]([NH2:19])(=[O:18])=[O:17])=[CH:12][CH:11]=1.CC1C=CC(S(O)(=O)=O)=CC=1. Product: [Cl:9][C:10]1[CH:11]=[CH:12][C:13]([S:16](/[N:19]=[CH:1]/[C:3]2[CH:4]=[N:5][CH:6]=[N:7][CH:8]=2)(=[O:17])=[O:18])=[CH:14][CH:15]=1. The catalyst class is: 11. (3) Product: [CH2:14]([S:13][C:11]1[N:12]=[C:8]([NH2:7])[S:9][CH:10]=1)[CH3:15]. Reactant: C(OC(=O)[NH:7][C:8]1[S:9][CH:10]=[C:11]([S:13][CH2:14][CH3:15])[N:12]=1)(C)(C)C.FC(F)(F)C(O)=O. The catalyst class is: 2. (4) Reactant: [OH:1][C:2]1[CH:3]=[C:4]([C:12]2[N:16]=[CH:15][N:14](/[CH:17]=[CH:18]\[C:19]([O:21]C(C)C)=[O:20])[N:13]=2)[CH:5]=[C:6]([C:8]([F:11])([F:10])[F:9])[CH:7]=1.[Li+].[OH-]. Product: [OH:1][C:2]1[CH:3]=[C:4]([C:12]2[N:16]=[CH:15][N:14](/[CH:17]=[CH:18]\[C:19]([OH:21])=[O:20])[N:13]=2)[CH:5]=[C:6]([C:8]([F:9])([F:10])[F:11])[CH:7]=1. The catalyst class is: 20. (5) Reactant: [CH3:1][CH:2]1[O:7][CH:6](O)[CH2:5][CH2:4][CH2:3]1.[CH3:9][NH2:10].Cl.[CH3:12][NH2:13].[C-]#N.[Na+]. Product: [OH:7][CH:2]([CH3:1])[CH2:3][CH2:4][CH2:5][CH:6]([NH:13][CH3:12])[C:9]#[N:10]. The catalyst class is: 38. (6) Reactant: [Br:1][C@H:2]1[C@@H:6]([CH2:7][F:8])[O:5][C@@H:4]([N:9]2[CH:17]=[N:16][C:15]3[C:10]2=[N:11][C:12]([O:19][CH:20]2[CH2:24][CH2:23][CH2:22][CH2:21]2)=[N:13][C:14]=3[NH2:18])[C@@H:3]1[OH:25].[CH:26]([N:29]=[C:30]=[O:31])([CH3:28])[CH3:27].C(N(CC)CC)C. Product: [Br:1][C@H:2]1[C@@H:6]([CH2:7][F:8])[O:5][C@@H:4]([N:9]2[CH:17]=[N:16][C:15]3[C:10]2=[N:11][C:12]([O:19][CH:20]2[CH2:24][CH2:23][CH2:22][CH2:21]2)=[N:13][C:14]=3[NH2:18])[C@@H:3]1[O:25][C:30]([NH:29][CH:26]([CH3:28])[CH3:27])=[O:31]. The catalyst class is: 9. (7) Reactant: [Br:1][C:2]1[C:3]([CH2:10][CH3:11])=[C:4]([CH2:8]O)[CH:5]=[CH:6][CH:7]=1.C(Br)(Br)(Br)[Br:13].C1(P(C2C=CC=CC=2)C2C=CC=CC=2)C=CC=CC=1. Product: [Br:1][C:2]1[CH:7]=[CH:6][CH:5]=[C:4]([CH2:8][Br:13])[C:3]=1[CH2:10][CH3:11]. The catalyst class is: 4. (8) Reactant: [B-](F)(F)(F)F.CN(C(ON1C(=O)C=CC=C1)=[N+](C)C)C.[Cl:21][C:22]1[CH:44]=[C:43]([F:45])[C:42]([C:46]2[CH:51]=[CH:50][CH:49]=[CH:48][N:47]=2)=[CH:41][C:23]=1[C:24]([NH:26][C:27]1[N:31]([C:32]2[CH:37]=[CH:36][CH:35]=[CH:34][CH:33]=2)[N:30]=[C:29]([C:38]([OH:40])=O)[CH:28]=1)=[O:25].C(N(CC)C(C)C)(C)C.[CH2:61]([CH2:63][NH2:64])[OH:62]. Product: [Cl:21][C:22]1[CH:44]=[C:43]([F:45])[C:42]([C:46]2[CH:51]=[CH:50][CH:49]=[CH:48][N:47]=2)=[CH:41][C:23]=1[C:24]([NH:26][C:27]1[N:31]([C:32]2[CH:37]=[CH:36][CH:35]=[CH:34][CH:33]=2)[N:30]=[C:29]([C:38]([NH:64][CH2:63][CH2:61][OH:62])=[O:40])[CH:28]=1)=[O:25]. The catalyst class is: 3. (9) The catalyst class is: 18. Product: [Br:1][C:2]1[CH:3]=[C:4]([C:7]([O:9][CH3:10])=[O:8])[N:5]([C:13]2[CH:14]=[CH:15][C:16]([N+:18]([O-:20])=[O:19])=[CH:17][C:12]=2[Cl:11])[CH:6]=1. Reactant: [Br:1][C:2]1[CH:3]=[C:4]([C:7]([O:9][CH3:10])=[O:8])[NH:5][CH:6]=1.[Cl:11][C:12]1[CH:17]=[C:16]([N+:18]([O-:20])=[O:19])[CH:15]=[CH:14][C:13]=1F.C(=O)([O-])[O-].[K+].[K+].